Dataset: Forward reaction prediction with 1.9M reactions from USPTO patents (1976-2016). Task: Predict the product of the given reaction. (1) Given the reactants [OH:1][C:2]1[CH:7]=[CH:6][C:5]([C:8]2[CH:13]=[CH:12][C:11]([C:14]([F:17])([F:16])[F:15])=[CH:10][CH:9]=2)=[CH:4][C:3]=1[C:18]([OH:20])=O.Br[C:22]1[CH:23]=[C:24]([CH:28]=[CH:29][C:30]=1[O:31][CH3:32])[CH2:25][CH2:26][NH2:27].[Cl:33][C:34]1[CH:35]=[C:36](B(O)O)[CH:37]=[CH:38][C:39]=1[F:40], predict the reaction product. The product is: [Cl:33][C:34]1[CH:35]=[C:36]([C:22]2[C:30]([O:31][CH3:32])=[CH:29][CH:28]=[C:24]([CH2:25][CH2:26][NH:27][C:18]([C:3]3[CH:4]=[C:5]([C:8]4[CH:13]=[CH:12][C:11]([C:14]([F:17])([F:16])[F:15])=[CH:10][CH:9]=4)[CH:6]=[CH:7][C:2]=3[OH:1])=[O:20])[CH:23]=2)[CH:37]=[CH:38][C:39]=1[F:40]. (2) The product is: [Br:22][C:23]1[CH:24]=[C:25]2[C:31](=[CH:20][C:3]3[NH:4][C:5]4[CH2:10][CH2:9][N:8]([CH2:11][CH2:12][N:13]5[CH2:14][CH2:15][O:16][CH2:17][CH2:18]5)[C:7](=[O:19])[C:6]=4[C:2]=3[CH3:1])[C:30](=[O:32])[NH:29][C:26]2=[N:27][CH:28]=1. Given the reactants [CH3:1][C:2]1[C:6]2[C:7](=[O:19])[N:8]([CH2:11][CH2:12][N:13]3[CH2:18][CH2:17][O:16][CH2:15][CH2:14]3)[CH2:9][CH2:10][C:5]=2[NH:4][C:3]=1[CH:20]=O.[Br:22][C:23]1[CH:24]=[C:25]2[CH2:31][C:30](=[O:32])[NH:29][C:26]2=[N:27][CH:28]=1, predict the reaction product. (3) The product is: [C:29]([O:33][C:34]([N:36]1[CH2:41][CH2:13][CH:12]([NH:11][C:14]([C:16]2[N:21]=[C:20]([Cl:22])[CH:19]=[C:18]([N:23]3[CH2:24][CH2:25][O:26][CH2:27][CH2:28]3)[N:17]=2)=[O:15])[CH2:38][CH2:37]1)=[O:35])([CH3:32])([CH3:31])[CH3:30]. Given the reactants C(OC(N1[CH2:13][CH2:12][N:11]([C:14]([C:16]2[N:21]=[C:20]([Cl:22])[CH:19]=[C:18]([N:23]3[CH2:28][CH2:27][O:26][CH2:25][CH2:24]3)[N:17]=2)=[O:15])CC1)=O)(C)(C)C.[C:29]([O:33][C:34]([N:36]1[CH2:41]CC(N)[CH2:38][CH2:37]1)=[O:35])([CH3:32])([CH3:31])[CH3:30], predict the reaction product.